Dataset: Forward reaction prediction with 1.9M reactions from USPTO patents (1976-2016). Task: Predict the product of the given reaction. (1) Given the reactants [CH3:1][O:2][C:3]1[C:15]2[N:14]([CH3:16])[C:13]3[C:12](=[O:17])[N:11]([CH3:18])[CH2:10][CH2:9][C:8]=3[C:7]=2[C:6]([C:19]([O:21]C2C=CC([N+]([O-])=O)=CC=2)=O)=[CH:5][CH:4]=1.[NH2:31][C:32]1[C:37]([Cl:38])=[CH:36][N:35]=[CH:34][C:33]=1[Cl:39].[H-].[Na+].Cl, predict the reaction product. The product is: [Cl:39][C:33]1[CH:34]=[N:35][CH:36]=[C:37]([Cl:38])[C:32]=1[NH:31][C:19]([C:6]1[C:7]2[C:8]3[CH2:9][CH2:10][N:11]([CH3:18])[C:12](=[O:17])[C:13]=3[N:14]([CH3:16])[C:15]=2[C:3]([O:2][CH3:1])=[CH:4][CH:5]=1)=[O:21]. (2) Given the reactants Cl[C:2]1[C:11]2[C:6](=[CH:7][CH:8]=[C:9]([I:12])[CH:10]=2)[N:5]=[CH:4][N:3]=1.[O:13]1[C:18]2[CH:19]=[CH:20][CH:21]=[CH:22][C:17]=2[NH:16][CH2:15][CH2:14]1.C(N(CC)CC)C.N1C2C(=CC=CC=2)C=NC=1, predict the reaction product. The product is: [I:12][C:9]1[CH:10]=[C:11]2[C:6](=[CH:7][CH:8]=1)[N:5]=[CH:4][N:3]=[C:2]2[N:16]1[C:17]2[CH:22]=[CH:21][CH:20]=[CH:19][C:18]=2[O:13][CH2:14][CH2:15]1. (3) Given the reactants Cl[C:2]1[N:7]=[C:6]([Cl:8])[CH:5]=[CH:4][N:3]=1.[C:9]([O:13][C:14]([N:16]1[CH2:21][CH2:20][N:19](C)[CH2:18][CH2:17]1)=[O:15])([CH3:12])([CH3:11])[CH3:10], predict the reaction product. The product is: [C:9]([O:13][C:14]([N:16]1[CH2:21][CH2:20][N:19]([C:2]2[N:7]=[C:6]([Cl:8])[CH:5]=[CH:4][N:3]=2)[CH2:18][CH2:17]1)=[O:15])([CH3:12])([CH3:10])[CH3:11]. (4) The product is: [CH3:1][N:2]([CH2:4][C:5]1[C:13]2[O:12][N:11]=[C:10]([CH2:14][CH2:15][CH:16]3[CH2:21][CH2:20][N:19]([CH2:32][C:29]4[CH:30]=[CH:31][S:27][CH:28]=4)[CH2:18][CH2:17]3)[C:9]=2[CH:8]=[CH:7][C:6]=1[O:22][CH2:23][CH:24]1[CH2:25][CH2:26]1)[CH3:3]. Given the reactants [CH3:1][N:2]([CH2:4][C:5]1[C:13]2[O:12][N:11]=[C:10]([CH2:14][CH2:15][CH:16]3[CH2:21][CH2:20][NH:19][CH2:18][CH2:17]3)[C:9]=2[CH:8]=[CH:7][C:6]=1[O:22][CH2:23][CH:24]1[CH2:26][CH2:25]1)[CH3:3].[S:27]1[CH:31]=[CH:30][C:29]([CH:32]=O)=[CH:28]1, predict the reaction product. (5) Given the reactants Cl[C:2]1[C:11]2[C:6](=[CH:7][CH:8]=[C:9]([O:12][CH2:13][CH3:14])[CH:10]=2)[N:5]=[CH:4][C:3]=1[C:15]([O:17][CH2:18][CH3:19])=[O:16].[NH3:20], predict the reaction product. The product is: [NH2:20][C:2]1[C:11]2[C:6](=[CH:7][CH:8]=[C:9]([O:12][CH2:13][CH3:14])[CH:10]=2)[N:5]=[CH:4][C:3]=1[C:15]([O:17][CH2:18][CH3:19])=[O:16]. (6) The product is: [NH2:28][C:3]1[C:2]([Cl:1])=[CH:7][C:6]([CH2:8][NH:9][C:10]([NH2:26])=[N:11][C:12](=[O:25])[CH2:13][C:14]2[C:22]3[C:17](=[CH:18][CH:19]=[CH:20][CH:21]=3)[N:16]([CH3:32])[CH:15]=2)=[CH:5][C:4]=1[Cl:27]. Given the reactants [Cl:1][C:2]1[CH:7]=[C:6]([CH2:8][NH:9][C:10]([NH2:26])=[N:11][C:12](=[O:25])[CH2:13][C:14]2[C:22]3[C:17](=[CH:18][CH:19]=[C:20](OC)[CH:21]=3)[NH:16][CH:15]=2)[CH:5]=[C:4]([Cl:27])[C:3]=1[NH:28]C(=O)C.[CH3:32]N1C2C(=CC=CC=2)C(CC(O)=O)=C1.COC1C=C2C(=CC=1)NC=C2CC(N(C(SC)=N)C(=O)OC(C)(C)C)=O.ClC1C=C(C=C(Cl)C=1N)CN, predict the reaction product.